From a dataset of Reaction yield outcomes from USPTO patents with 853,638 reactions. Predict the reaction yield, written as a fraction of the theoretical maximum amount of product (1.0 means a 100% yield; for example, 0.34 means a 34% yield). (1) The reactants are [O:1]1[C:5]2[CH:6]=[CH:7][C:8]([C:10]3[N:11]=[N:12][NH:13][N:14]=3)=[CH:9][C:4]=2[O:3][CH2:2]1.C(=O)([O-])[O-].[K+].[K+].Br[CH2:22][C:23]([O:25][CH3:26])=[O:24]. The catalyst is CC(C)=O. The product is [O:1]1[C:5]2[CH:6]=[CH:7][C:8]([C:10]3[N:11]=[N:12][N:13]([CH2:22][C:23]([O:25][CH3:26])=[O:24])[N:14]=3)=[CH:9][C:4]=2[O:3][CH2:2]1. The yield is 0.760. (2) The yield is 1.00. The product is [CH3:12][C:9]([O:8][C:6](=[O:13])[N:2]([CH2:3][CH2:4][OH:5])[CH3:1])([CH3:10])[CH3:11]. The reactants are [CH3:1][NH:2][CH2:3][CH2:4][OH:5].[C:6]([O:13]C([O-])=O)([O:8][C:9]([CH3:12])([CH3:11])[CH3:10])=O. The catalyst is C(Cl)Cl. (3) The reactants are [ClH:1].[CH3:2][O:3][CH2:4][C:5]#[N:6].[CH2:7]([OH:9])[CH3:8]. The catalyst is C(OCC)C. The product is [ClH:1].[CH3:2][O:3][CH2:4][C:5](=[NH:6])[O:9][CH2:7][CH3:8]. The yield is 0.830. (4) The reactants are [C:1]([C:5]1[O:9][N:8]=[C:7]([NH:10][C:11]([NH:13][C:14]2[CH:19]=[CH:18][CH:17]=[C:16]([S:20][C:21]3[C:30]4[C:25](=[CH:26][C:27]([O:35][CH3:36])=[C:28]([O:31][CH2:32][CH2:33]Cl)[CH:29]=4)[N:24]=[CH:23][N:22]=3)[CH:15]=2)=[O:12])[CH:6]=1)([CH3:4])([CH3:3])[CH3:2].[NH:37]1[CH2:42][CH2:41][S:40](=[O:44])(=[O:43])[CH2:39][CH2:38]1.CCN(C(C)C)C(C)C. The catalyst is [I-].C([N+](CCCC)(CCCC)CCCC)CCC.CN(C=O)C. The yield is 0.240. The product is [C:1]([C:5]1[O:9][N:8]=[C:7]([NH:10][C:11]([NH:13][C:14]2[CH:19]=[CH:18][CH:17]=[C:16]([S:20][C:21]3[C:30]4[C:25](=[CH:26][C:27]([O:35][CH3:36])=[C:28]([O:31][CH2:32][CH2:33][N:37]5[CH2:42][CH2:41][S:40](=[O:44])(=[O:43])[CH2:39][CH2:38]5)[CH:29]=4)[N:24]=[CH:23][N:22]=3)[CH:15]=2)=[O:12])[CH:6]=1)([CH3:4])([CH3:3])[CH3:2]. (5) The product is [NH:1]1[C:5]2[CH:6]=[CH:7][CH:8]=[CH:9][C:4]=2[N:3]=[C:2]1[C:10]([N:12]1[CH2:15][CH:14]([C:16]2[C:17]([CH:22]3[CH2:23][CH2:24][N:25]([C:28](=[O:30])[CH3:29])[CH2:26][CH2:27]3)=[N:18][CH:19]=[CH:20][N:21]=2)[CH2:13]1)=[O:11]. The yield is 0.600. The reactants are [NH:1]1[C:5]2[CH:6]=[CH:7][CH:8]=[CH:9][C:4]=2[N:3]=[C:2]1[C:10]([N:12]1[CH2:15][CH:14]([C:16]2[C:17]([C:22]3[CH2:23][CH2:24][N:25]([C:28](=[O:30])[CH3:29])[CH2:26][CH:27]=3)=[N:18][CH:19]=[CH:20][N:21]=2)[CH2:13]1)=[O:11]. The catalyst is CO.[Pd].